From a dataset of Merck oncology drug combination screen with 23,052 pairs across 39 cell lines. Regression. Given two drug SMILES strings and cell line genomic features, predict the synergy score measuring deviation from expected non-interaction effect. (1) Drug 1: CC1(c2nc3c(C(N)=O)cccc3[nH]2)CCCN1. Drug 2: CCc1c2c(nc3ccc(O)cc13)-c1cc3c(c(=O)n1C2)COC(=O)C3(O)CC. Cell line: ES2. Synergy scores: synergy=4.10. (2) Drug 1: CCN(CC)CCNC(=O)c1c(C)[nH]c(C=C2C(=O)Nc3ccc(F)cc32)c1C. Drug 2: NC1CCCCC1N.O=C(O)C(=O)O.[Pt+2]. Cell line: A427. Synergy scores: synergy=0.164. (3) Drug 2: O=C(CCCCCCC(=O)Nc1ccccc1)NO. Synergy scores: synergy=6.04. Cell line: HCT116. Drug 1: N.N.O=C(O)C1(C(=O)O)CCC1.[Pt]. (4) Drug 1: CC1(c2nc3c(C(N)=O)cccc3[nH]2)CCCN1. Drug 2: COC1CC2CCC(C)C(O)(O2)C(=O)C(=O)N2CCCCC2C(=O)OC(C(C)CC2CCC(OP(C)(C)=O)C(OC)C2)CC(=O)C(C)C=C(C)C(O)C(OC)C(=O)C(C)CC(C)C=CC=CC=C1C. Cell line: NCIH23. Synergy scores: synergy=10.1.